From a dataset of Forward reaction prediction with 1.9M reactions from USPTO patents (1976-2016). Predict the product of the given reaction. (1) Given the reactants [C:1]([O:5][C:6](=[O:13])[NH:7][C@@H:8]1[CH2:12][CH2:11][NH:10][CH2:9]1)([CH3:4])([CH3:3])[CH3:2].[CH3:14][O:15][C:16]1[CH:24]=[CH:23][CH:22]=[C:21]([O:25][CH3:26])[C:17]=1[C:18](Cl)=[O:19].CCN(CC)CC, predict the reaction product. The product is: [C:1]([O:5][C:6](=[O:13])[NH:7][C@@H:8]1[CH2:12][CH2:11][N:10]([C:18](=[O:19])[C:17]2[C:21]([O:25][CH3:26])=[CH:22][CH:23]=[CH:24][C:16]=2[O:15][CH3:14])[CH2:9]1)([CH3:4])([CH3:2])[CH3:3]. (2) Given the reactants [O:1]1[CH2:5][CH2:4]N=C1.C([O-])(=[O:9])C=C.[CH2:11]=[CH:12][C:13]1[CH:18]=[CH:17]C=C[CH:14]=1, predict the reaction product. The product is: [OH:9][CH2:14][CH:13]1[CH2:18][CH2:17][CH:4]([CH2:5][OH:1])[CH2:11][CH2:12]1. (3) The product is: [N:1]1([S:6]([C:9]2[CH:14]=[CH:13][C:12]([NH:15][C:26]([Cl:25])=[O:28])=[CH:11][CH:10]=2)(=[O:8])=[O:7])[CH2:2][CH2:3][CH2:4][CH2:5]1. Given the reactants [N:1]1([S:6]([C:9]2[CH:14]=[CH:13][C:12]([NH2:15])=[CH:11][CH:10]=2)(=[O:8])=[O:7])[CH2:5][CH2:4][CH2:3][CH2:2]1.CCN(C(C)C)C(C)C.[Cl:25][C:26](Cl)([O:28]C(=O)OC(Cl)(Cl)Cl)Cl.C(=O)(OC)N.[N-]=C=O, predict the reaction product. (4) Given the reactants [CH3:1][C:2]1[CH:11]=[C:10]([CH2:12][O:13][C:14]2[CH:19]=[CH:18][C:17]([S:20]([NH:23][C@@H:24]3[CH2:28][CH2:27][CH2:26][C@@H:25]3[C:29]([OH:31])=O)(=[O:22])=[O:21])=[CH:16][CH:15]=2)[C:9]2[C:4](=[CH:5][CH:6]=[CH:7][CH:8]=2)[N:3]=1.[NH2:32][OH:33], predict the reaction product. The product is: [OH:33][NH:32][C:29]([C@H:25]1[CH2:26][CH2:27][CH2:28][C@H:24]1[NH:23][S:20]([C:17]1[CH:18]=[CH:19][C:14]([O:13][CH2:12][C:10]2[C:9]3[C:4](=[CH:5][CH:6]=[CH:7][CH:8]=3)[N:3]=[C:2]([CH3:1])[CH:11]=2)=[CH:15][CH:16]=1)(=[O:22])=[O:21])=[O:31].